Task: Predict the reaction yield, written as a fraction of the theoretical maximum amount of product (1.0 means a 100% yield; for example, 0.34 means a 34% yield).. Dataset: Reaction yield outcomes from USPTO patents with 853,638 reactions (1) The reactants are Cl.[CH3:2][O:3][C:4](=[O:14])[C:5]1[CH:10]=[C:9]([S:11][CH3:12])[CH:8]=[C:7]([NH2:13])[CH:6]=1.CCN(CC)CC.[Cl:22][CH2:23][CH2:24][CH2:25][C:26](Cl)=[O:27]. The catalyst is C(Cl)Cl.CCOC(C)=O. The product is [CH3:2][O:3][C:4](=[O:14])[C:5]1[CH:10]=[C:9]([S:11][CH3:12])[CH:8]=[C:7]([NH:13][C:26](=[O:27])[CH2:25][CH2:24][CH2:23][Cl:22])[CH:6]=1. The yield is 1.03. (2) The reactants are [NH2:1][C:2]1[CH:7]=[C:6]([O:8][C:9]2[CH:14]=[CH:13][C:12]([N+:15]([O-:17])=[O:16])=[CH:11][C:10]=2[F:18])[N:5]=[CH:4][N:3]=1.C(N(CC)CC)C.Cl[C:27](OC1C=CC=CC=1)=[O:28].[NH:36]1[CH2:41][CH2:40][CH2:39][CH2:38][CH2:37]1. The catalyst is O1CCCC1. The product is [F:18][C:10]1[CH:11]=[C:12]([N+:15]([O-:17])=[O:16])[CH:13]=[CH:14][C:9]=1[O:8][C:6]1[N:5]=[CH:4][N:3]=[C:2]([NH:1][C:27]([N:36]2[CH2:41][CH2:40][CH2:39][CH2:38][CH2:37]2)=[O:28])[CH:7]=1. The yield is 0.635.